This data is from Catalyst prediction with 721,799 reactions and 888 catalyst types from USPTO. The task is: Predict which catalyst facilitates the given reaction. (1) The catalyst class is: 174. Product: [CH3:1][S:2][C:3]1[S:7][C:6]([C:8]2[CH:9]=[CH:10][C:11]([C:12]([N:49]3[CH2:53][CH2:52][CH2:51][C@H:50]3[CH2:54][N:55]3[CH2:59][CH2:58][CH2:57][CH2:56]3)=[O:14])=[CH:15][CH:16]=2)=[CH:5][CH:4]=1. Reactant: [CH3:1][S:2][C:3]1[S:7][C:6]([C:8]2[CH:16]=[CH:15][C:11]([C:12]([OH:14])=O)=[CH:10][CH:9]=2)=[CH:5][CH:4]=1.[Li].CCN=C=NCCCN(C)C.Cl.C1C=CC2N(O)N=NC=2C=1.CCN(C(C)C)C(C)C.[NH:49]1[CH2:53][CH2:52][CH2:51][C@H:50]1[CH2:54][N:55]1[CH2:59][CH2:58][CH2:57][CH2:56]1. (2) Reactant: Cl.Cl.[CH3:3][S:4]([C:7]1[CH:12]=[CH:11][C:10]([C:13]2[CH:14]=[CH:15][C:16]([O:19][CH2:20][CH:21]3[CH2:26][CH2:25][NH:24][CH2:23][CH2:22]3)=[N:17][CH:18]=2)=[CH:9][CH:8]=1)(=[O:6])=[O:5].Cl[C:28]1[N:33]=[CH:32][C:31]([CH2:34][CH3:35])=[CH:30][N:29]=1.C([O-])([O-])=O.[K+].[K+]. Product: [CH2:34]([C:31]1[CH:30]=[N:29][C:28]([N:24]2[CH2:25][CH2:26][CH:21]([CH2:20][O:19][C:16]3[CH:15]=[CH:14][C:13]([C:10]4[CH:11]=[CH:12][C:7]([S:4]([CH3:3])(=[O:5])=[O:6])=[CH:8][CH:9]=4)=[CH:18][N:17]=3)[CH2:22][CH2:23]2)=[N:33][CH:32]=1)[CH3:35]. The catalyst class is: 23.